From a dataset of Full USPTO retrosynthesis dataset with 1.9M reactions from patents (1976-2016). Predict the reactants needed to synthesize the given product. Given the product [NH2:5][C:4]1[C:3]2[C:2](=[CH:9][CH:8]=[CH:7][C:6]=2[O:10][CH3:11])[N:1]=[C:13]([CH3:20])[C:14]=1[C:15]([O:17][CH2:18][CH3:19])=[O:16], predict the reactants needed to synthesize it. The reactants are: [NH2:1][C:2]1[CH:9]=[CH:8][CH:7]=[C:6]([O:10][CH3:11])[C:3]=1[C:4]#[N:5].O=[C:13]([CH3:20])[CH2:14][C:15]([O:17][CH2:18][CH3:19])=[O:16].